From a dataset of Experimentally validated miRNA-target interactions with 360,000+ pairs, plus equal number of negative samples. Binary Classification. Given a miRNA mature sequence and a target amino acid sequence, predict their likelihood of interaction. (1) The miRNA is hsa-miR-1249-5p with sequence AGGAGGGAGGAGAUGGGCCAAGUU. The protein sequence of the target gene is MELQKGKGAAAAAAASGAAGGGGGGAGAGAPGGGRLLLSTSLDAKDELEERLERCMSIVTSMTAGVSEREANDALNAYVCKGLPQHEEICLGLFTLILTEPAQAQKCYRDLALVSRDGMNIVLNKINQILMEKYLKLQDTCRTQLVWLVRELVKSGVLGADGVCMTFMKQIAGGGDVTAKNIWLAESVLDILTEQREWVLKSSILIAMAVYTYLRLIVDHHGTAQLQALRQKEVDFCISLLRERFMECLMIGRDLVRLLQNVARIPEFELLWKDIIHNPQALSPQFTGILQLLQSRTSRK.... Result: 1 (interaction). (2) The miRNA is mmu-miR-466l-5p with sequence UUGUGUGUACAUGUACAUGUAU. The protein sequence of the target gene is MSHPSWLPPKSTGEPLGHVPARMETTHSFGNPSISVSTQQPPKKYAPVVAPKPKYNPYKQPGGEGDLLPPPPPPLEDPGTIPPGPGHFPPPPPLDEGAFKVQQGNPGGKTLEERRSSLDAEIDSLTSILADLECSSPYKPRPPQGSASSIASPPVSTPVTGHKRMVIPQQPPLTATKKSATKPQPAPQAAPIPVTPIGTLKPQPQPVPASYTTASTSSRPTFNVQVKSAQPSPHYMAGPSSGQIYGPGPRGYNNQPVPVSGQCPPPPTCVGTDYAYIPPSGHPPESGYGYTSNQGRYYEP.... Result: 1 (interaction). (3) The miRNA is hsa-miR-6756-3p with sequence UCCCCUUCCUCCCUGCCCAG. The protein sequence of the target gene is MSGKGGWAWWWARLPLCLLLSLYGSWVPSSLGKPKGHPHMNSIRIDGDITLGGLFPVHGRGSEGKACGELKKEKGIHRLEAMLFALDRINNDPDLLPNITLGARILDTCSRDTHALEQSLTFVQALIEKDGTEVRCGSGGPPIITKPERVVGVIGASGSSVSIMVANILRLFKIPQISYASTAPDLSDNSRYDFFSRVVPSDTYQAQAMVDIVRALKWNYVSTLASEGSYGESGVEAFIQKSRENGGVCIAQSVKIPREPKTGEFDKIIKRLLETSNARAIIIFANEDDIRRVLEAARRA.... Result: 0 (no interaction). (4) The miRNA is hsa-miR-519e-5p with sequence UUCUCCAAAAGGGAGCACUUUC. The protein sequence of the target gene is MTKKRRNNGRAKKGRGHVQPIRCTNCARCVPKDKAIKKFVIRNIVEAAAVRDISEASVFDAYVLPKLYVKLHYCVSCAIHSKVVRNRSREARKDRTPPPRFRPAGAAPRPPPKPM. Result: 1 (interaction). (5) The miRNA is hsa-miR-572 with sequence GUCCGCUCGGCGGUGGCCCA. The protein sequence of the target gene is MVNSCCGSVCSDQGCGLENCCRPSCCQTTCCRTTCCRPSCCVSSCCRPQCCQSVCCQPTCCSPSCCQTTCCRTTCCRPSCCVSSCFRPQCCQSVYCQPTCCRPSCGQTTCCRTTCYRPSCCVSTCCRPTCSSGSCC. Result: 0 (no interaction). (6) The miRNA is rno-miR-382-5p with sequence GAAGUUGUUCGUGGUGGAUUCG. The protein sequence of the target gene is MAALAAGVSKQRAVAEGLGSNQNAVKYLGQDFETLRKQCLNSGVLFKDPEFPACPSALGYKDLGPGSPDTQGIVWKRPTELCPNPQFIVGGATRTDIRQGGLGDCWLLAAIASLTLNEKLLYRVLPRDQSFQKDYAGIFHFQFWQYGEWVEVVIDDRLPTKNGQLLFLHSEEGNEFWSALLEKAYAKLNGSYEALVGGSTIEGFEDFTGGISEFYDLKKPPENLYYIIQKALRKGSLLGCSIDVSTAAEAEATTRQKLVKGHAYSVTGVEEVNFHGRPEKLIRLRNPWGEVEWSGAWSDN.... Result: 1 (interaction).